This data is from Catalyst prediction with 721,799 reactions and 888 catalyst types from USPTO. The task is: Predict which catalyst facilitates the given reaction. (1) Reactant: [Cl:1][C:2]1[C:3]([NH:20][C:21]2[CH:30]=[CH:29][CH:28]=[CH:27][C:22]=2[C:23]([NH:25][CH3:26])=[O:24])=[N:4][C:5]([NH:8][C:9]2[CH:19]=[CH:18][C:12]3[CH2:13][CH2:14][NH:15][CH2:16][CH2:17][C:11]=3[CH:10]=2)=[N:6][CH:7]=1.[CH2:31]=O.[Na]. Product: [Cl:1][C:2]1[C:3]([NH:20][C:21]2[CH:30]=[CH:29][CH:28]=[CH:27][C:22]=2[C:23]([NH:25][CH3:26])=[O:24])=[N:4][C:5]([NH:8][C:9]2[CH:19]=[CH:18][C:12]3[CH2:13][CH2:14][N:15]([CH3:31])[CH2:16][CH2:17][C:11]=3[CH:10]=2)=[N:6][CH:7]=1. The catalyst class is: 10. (2) Reactant: [CH3:1][N:2]1[CH:6]=[C:5]([C:7]2[CH:8]=[C:9]3[C:14](=[CH:15][CH:16]=2)[N:13]([C:17]2[C:21]4[CH2:22][N:23]([C:26](=[O:28])[CH3:27])[CH2:24][CH2:25][C:20]=4[N:19]([CH:29]4[CH2:33][CH2:32][NH:31][CH2:30]4)[N:18]=2)[CH2:12][CH2:11][CH2:10]3)[CH:4]=[N:3]1.C=O.[BH3-][C:37]#N.[Na+].CC(O)=O. Product: [CH3:1][N:2]1[CH:6]=[C:5]([C:7]2[CH:8]=[C:9]3[C:14](=[CH:15][CH:16]=2)[N:13]([C:17]2[C:21]4[CH2:22][N:23]([C:26](=[O:28])[CH3:27])[CH2:24][CH2:25][C:20]=4[N:19]([CH:29]4[CH2:33][CH2:32][N:31]([CH3:37])[CH2:30]4)[N:18]=2)[CH2:12][CH2:11][CH2:10]3)[CH:4]=[N:3]1. The catalyst class is: 24. (3) Reactant: [Br:1][C:2]1[CH:3]=[C:4]([SH:8])[CH:5]=[CH:6][CH:7]=1.C(=O)([O-])[O-].[K+].[K+].C([O:18][CH2:19][CH2:20][CH2:21]Cl)(=O)C. Product: [Br:1][C:2]1[CH:3]=[C:4]([S:8][CH2:21][CH2:20][CH2:19][OH:18])[CH:5]=[CH:6][CH:7]=1. The catalyst class is: 9. (4) Reactant: [N+:1]([O-:4])([OH:3])=[O:2].[Cl:5][C:6]1[CH:7]=[C:8]([CH3:12])[CH:9]=[CH:10][CH:11]=1.S(=O)(=O)(O)O. Product: [Cl:5][C:6]1[CH:7]=[C:8]([CH3:12])[CH:9]=[CH:10][C:11]=1[N+:1]([O-:4])=[O:2].[Cl:5][C:6]1[CH:11]=[CH:10][C:9]([N+:1]([O-:3])=[O:2])=[C:8]([CH3:12])[CH:7]=1. The catalyst class is: 15.